Dataset: Full USPTO retrosynthesis dataset with 1.9M reactions from patents (1976-2016). Task: Predict the reactants needed to synthesize the given product. (1) The reactants are: [CH3:1][C:2]1[CH:10]=[C:9]([CH3:11])[CH:8]=[C:7]2[C:3]=1[C:4]([CH2:12]N(C)C)=[CH:5][NH:6]2.[C-:16]#[N:17].[K+]. Given the product [CH3:1][C:2]1[CH:10]=[C:9]([CH3:11])[CH:8]=[C:7]2[C:3]=1[C:4]([CH2:12][C:16]#[N:17])=[CH:5][NH:6]2, predict the reactants needed to synthesize it. (2) Given the product [C:1]([O:5][C:6]([N:8]([CH2:9][C:10]1([C:13]([OH:15])=[O:14])[CH2:11][CH2:12]1)[CH2:17][CH3:18])=[O:7])([CH3:4])([CH3:2])[CH3:3], predict the reactants needed to synthesize it. The reactants are: [C:1]([O:5][C:6]([NH:8][CH2:9][C:10]1([C:13]([OH:15])=[O:14])[CH2:12][CH2:11]1)=[O:7])([CH3:4])([CH3:3])[CH3:2].I[CH2:17][CH3:18].[H-].[Na+]. (3) Given the product [Cl:1][C:2]1[CH:7]=[CH:6][C:5]([C:8]2[CH:9]=[CH:10][C:11]([CH2:14][S:15][CH:16]([CH2:23][CH2:24][N:25]3[C:30](=[O:31])[C:29]4[CH:32]=[CH:33][CH:34]=[CH:35][C:28]=4[N:27]=[N:26]3)[C:17]([OH:19])=[O:18])=[CH:12][CH:13]=2)=[CH:4][CH:3]=1, predict the reactants needed to synthesize it. The reactants are: [Cl:1][C:2]1[CH:7]=[CH:6][C:5]([C:8]2[CH:13]=[CH:12][C:11]([CH2:14][S:15][CH:16]([CH2:23][CH2:24][N:25]3[C:30](=[O:31])[C:29]4[CH:32]=[CH:33][CH:34]=[CH:35][C:28]=4[N:27]=[N:26]3)[C:17]([O:19]CC=C)=[O:18])=[CH:10][CH:9]=2)=[CH:4][CH:3]=1.N1CCOCC1. (4) Given the product [Cl:1][C:2]1[CH:7]=[CH:6][C:5]([N:8]2[C:12]([CH3:13])=[N:11][N:10]=[C:9]2[CH:14]([OH:15])[CH2:33][CH:29]2[O:30][CH2:31][CH2:32][O:28]2)=[C:4]([C:16]([C:17]2[CH:22]=[CH:21][CH:20]=[C:19]([O:23][CH3:24])[C:18]=2[O:25][CH3:26])=[O:27])[CH:3]=1, predict the reactants needed to synthesize it. The reactants are: [Cl:1][C:2]1[CH:7]=[CH:6][C:5]([N:8]2[C:12]([CH3:13])=[N:11][N:10]=[C:9]2[CH:14]=[O:15])=[C:4]([C:16](=[O:27])[C:17]2[CH:22]=[CH:21][CH:20]=[C:19]([O:23][CH3:24])[C:18]=2[O:25][CH3:26])[CH:3]=1.[O:28]1[CH2:32][CH2:31][O:30][CH:29]1[CH2:33][Mg]Br.O.C(OCC)(=O)C.